This data is from Experimentally validated miRNA-target interactions with 360,000+ pairs, plus equal number of negative samples. The task is: Binary Classification. Given a miRNA mature sequence and a target amino acid sequence, predict their likelihood of interaction. (1) The miRNA is mmu-miR-374c-5p with sequence AUAAUACAACCUGCUAAGUG. The protein sequence of the target gene is MDANSKDKPPETKESAMNNAGNASFILGTGKIVTPQKHAELPPNPCTPDTFKSPLNFSTVTVEQLGITPESFVRNSAGKSSSYLKKCRRRSAVGARGSPETNHLIRFIARQQNIKNARKSPLAQDSPSQGSPALYRNVNTLRERISAFQSAFHSIKENEKMTGCLEFSEAGKESEMTDLTRKEGLSACQQSGFPAVLSSKRRRISYQRDSDENLTDAEGKVIGLQIFNIDTDRACAVETSVDLSEISSKLGSTQSGFLVEESLPLSELTETSNALKVADCVVGKGSSDAVSPDTFTAEVS.... Result: 0 (no interaction). (2) The miRNA is hsa-miR-3934-5p with sequence UCAGGUGUGGAAACUGAGGCAG. The protein sequence of the target gene is MRVGPVRSAMSGASQPRGPALLFPATRGVPAKRLLDADDAAAVAAKCPRLSECSSPPDYLSPPGSPCSPQPPPAAPGAGGGSGSAPGPSRIADYLLLPLAEREHVSRALCIHTGRELRCKVFPIKHYQDKIRPYIQLPSHSNITGIVEVILGETKAYVFFEKDFGDMHSYVRSRKRLREEEAARLFKQIVSAVAHCHQSAIVLGDLKLRKFVFSTEERTQLRLESLEDTHIMKGEDDALSDKHGCPAYVSPEILNTTGTYSGKAADVWSLGVMLYTLLVGRYPFHDSDPSALFSKIRRGQ.... Result: 1 (interaction). (3) The miRNA is hsa-miR-5702 with sequence UGAGUCAGCAACAUAUCCCAUG. The protein sequence of the target gene is MSAKAISEQTGKELLYKYICTTSAIQNRFKYARVTPDTDWAHLLQDHPWLLSQSLVVKPDQLIKRRGKLGLVGVNLSLDGVKSWLKPRLGHEATVGKAKGFLKNFLIEPFVPHSQAEEFYVCIYATREGDYVLFHHEGGVDVGDVDAKAQKLLVGVDEKLNTEDIKRHLLVHAPEDKKEVLASFISGLFNFYEDLYFTYLEINPLVVTKDGVYILDLAAKVDATADYICKVKWGDIEFPPPFGREAYPEEAYIADLDAKSGASLKLTLLNPKGRIWTMVAGGGASVVYSDTICDLGGVNE.... Result: 0 (no interaction). (4) The miRNA is hsa-miR-3918 with sequence ACAGGGCCGCAGAUGGAGACU. The protein sequence of the target gene is MLKLQGEDEAAQLAPRRARVPVPRPTAPDVSPSSARLGLACLLLLLLLTLPARVDTSWWYIGALGARVICDNIPGLVSRQRQLCQRYPDIMRSVGEGAREWIRECQHQFRHHRWNCTTLDRDHTVFGRAMLRSSREAAFVYAISSAGVVHAITRACSQGELSVCSCDPYTRGRHHDQRGDFDWGGCSDNIHYGVRFAKAFVDAKEKRLKDARALMNLHNNRCGRTAVRRFLKLECKCHGVSGSCTLRTCWRALSDFRRTGDYLRRRYDGAVQVTATQDGANFTAARQGYRHATRTDLVYF.... Result: 0 (no interaction). (5) The miRNA is hsa-miR-548j-3p with sequence CAAAAACUGCAUUACUUUUGC. The protein sequence of the target gene is MDEKLFTKELDQWIEQLNECKQLSESQVKSLCEKAKEILTKESNVQEVRCPVTVCGDVHGQFHDLMELFRIGGKSPDTNYLFMGDYVDRGYYSVETVTLLVALKVRYRERITILRGNHESRQITQVYGFYDECLRKYGNANVWKYFTDLFDYLPLTALVDGQIFCLHGGLSPSIDTLDHIRALDRLQEVPHEGPMCDLLWSDPDDRGGWGISPRGAGYTFGQDISETFNHANGLTLVSRAHQLVMEGYNWCHDRNVVTIFSAPNYCYRCGNQAAIMELDDTLKYSFLQFDPAPRRGEPHV.... Result: 0 (no interaction). (6) The miRNA is mmu-miR-3102-5p with sequence GUGAGUGGCCAGGGUGGGGCUG. The protein sequence of the target gene is MANFKGHALPGSFFLIIGLCWSVKYPLKYFSHTRKNSPLHYYQRLEIVEAAIRTLFSVTGILAEQFVPDGPHLHLYHENHWIKLMNWQHSTMYLFFAVSGIVDMLTYLVSHVPLGVDRLVMAVAVFMEGFLFYYHVHNRPPLDQHIHSLLLYALFGGCVSISLEVIFRDHIVLELFRTSLIILQGTWFWQIGFVLFPPFGTPEWDQKDDANLMFITMCFCWHYLAALSIVAVNYSLVYCLLTRMKRHGRGEIIGIQKLNSDDTYQTALLSGSDEE. Result: 0 (no interaction). (7) The miRNA is hsa-miR-6504-5p with sequence UCUGGCUGUGCUGUAAUGCAG. The protein sequence of the target gene is MDSRARSSSREAHGRSSRSSSRDDKKAKAGRGSRGRARPDAGAERQSTGRTATRGEPRAPAATATVVDVDEVRGPGEEGTEVVALLESERPEEGIKPSGLGACEWLLVLASLIFIIMTFPFSIWFCIKVVQEYERVIIFRLGHLLPGRAKGPGLFFFLPCLDTYHKVDLRLQTLEIPFHEVVTKDMFIMEIDAVCYYRMENASLLLSSLAHVSKAIQFLVQTTMKRLLAHRSLTEILLERKSIAQDVKVALDAVTCIWGIKVERTEIKDVRLPAGLQHSLAVEAEAQRQAKVRVIAAEGE.... Result: 0 (no interaction). (8) The miRNA is mmu-miR-146a-3p with sequence CCUGUGAAAUUCAGUUCUUCAG. The protein sequence of the target gene is MIPVTELRYFADTQPAYRILKPWWDVFTDYISIVMLMIAVFGGTLQVTQDKMICLPCKWVTKDSCNDSFRGWAASSPEPTYPNSTVLPTPDTGPTGIKYDLDRHQYNYVDAVCYENRLHWFAKYFPYLVLLHTLIFLACSNFWFKFPRTSSKLEHFVSILLKCFDSPWTTRALSETVVEESDPKPAFSKMNGSMDKKSSTVSEDVEATVPMLQRTKSRIEQGIVDRSETGVLDKKEGEQAKALFEKVKKFRTHVEEGDIVYRLYMRQTIIKVIKFALIICYTVYYVHNIKFDVDCTVDIE.... Result: 0 (no interaction). (9) The miRNA is mmu-miR-324-3p with sequence CCACUGCCCCAGGUGCUGCU. Result: 1 (interaction). The protein sequence of the target gene is MGKRAGGAAAAAAAASTSSAAGLEPAAGRGGGPRSAAAGLLGALHLVMTLVVAAARAEKEAFIQSESIIEVLRFDDGGLLQTETTLGLGSYQQKSISLYRGNCRPIRFEPPMLDFHEQPVGMPKMEKVYLHNPSSEETITLVSISATTSHFHASFFQNRKILPGGNTSFDVVFLARVVGNVENTLFINTSNHGVFTYQVFGVGVPNPYRLRPFLGARVPVNSSFSPIINIHNPHSEPLQVVEMYSSGGDLHLELPTGQQGGTRKLWEIPPYETKGVMRASFSSREADNHTAFIRIKTNAS....